This data is from Full USPTO retrosynthesis dataset with 1.9M reactions from patents (1976-2016). The task is: Predict the reactants needed to synthesize the given product. Given the product [C:1]1([C:29]2[CH:30]=[CH:31][CH:32]=[CH:33][CH:34]=2)[CH:2]=[CH:3][C:4]([C:7]2[C:27]([Cl:28])=[CH:26][C:10]3[NH:11][C:12]([O:14][C:15]4[CH:16]=[CH:17][C:18]([CH3:25])=[C:19]([CH:24]=4)[C:20]([OH:22])=[O:21])=[N:13][C:9]=3[CH:8]=2)=[CH:5][CH:6]=1, predict the reactants needed to synthesize it. The reactants are: [C:1]1([C:29]2[CH:34]=[CH:33][CH:32]=[CH:31][CH:30]=2)[CH:6]=[CH:5][C:4]([C:7]2[C:27]([Cl:28])=[CH:26][C:10]3[NH:11][C:12]([O:14][C:15]4[CH:16]=[CH:17][C:18]([CH3:25])=[C:19]([CH:24]=4)[C:20]([O:22]C)=[O:21])=[N:13][C:9]=3[CH:8]=2)=[CH:3][CH:2]=1.[OH-].[Na+].Cl.